Dataset: Catalyst prediction with 721,799 reactions and 888 catalyst types from USPTO. Task: Predict which catalyst facilitates the given reaction. Reactant: C[O:2][C:3](=[O:19])[CH2:4][O:5][CH:6]1[CH2:11][CH2:10][N:9]([C:12]([O:14][C:15]([CH3:18])([CH3:17])[CH3:16])=[O:13])[CH2:8][CH2:7]1.[OH-].[Na+].Cl. Product: [C:15]([O:14][C:12]([N:9]1[CH2:8][CH2:7][CH:6]([O:5][CH2:4][C:3]([OH:19])=[O:2])[CH2:11][CH2:10]1)=[O:13])([CH3:18])([CH3:16])[CH3:17]. The catalyst class is: 364.